From a dataset of Forward reaction prediction with 1.9M reactions from USPTO patents (1976-2016). Predict the product of the given reaction. (1) Given the reactants C([N:8](CC1C=CC=CC=1)[CH:9]1[CH2:14][CH2:13][C:12](=[O:15])[CH2:11][CH2:10]1)C1C=CC=CC=1.[CH3:23]S(C)=O.C(Cl)(=O)C(Cl)=O.C(N(CC1C=CC=CC=1)[C@H]1CC[C@H](O)CC1)C1C=CC=CC=1.C(N(CC)CC)C, predict the reaction product. The product is: [CH3:23][C:12]1([OH:15])[CH2:11][CH2:10][CH:9]([NH2:8])[CH2:14][CH2:13]1. (2) Given the reactants [C:1]([C:3]1[CH:4]=[C:5]([C@@H:10]2[C@@H:14]([C:15]3[CH:20]=[CH:19][CH:18]=[C:17]([F:21])[CH:16]=3)[O:13][C:12](=[O:22])[NH:11]2)[C:6]([F:9])=[N:7][CH:8]=1)#[CH:2].Br[C:24]1[CH:29]=[CH:28][N:27]=[C:26]([F:30])[CH:25]=1.C1(P(C2C=CC=CC=2)C2C=CC=CC=2)C=CC=CC=1.CO, predict the reaction product. The product is: [F:9][C:6]1[C:5]([C@@H:10]2[C@@H:14]([C:15]3[CH:20]=[CH:19][CH:18]=[C:17]([F:21])[CH:16]=3)[O:13][C:12](=[O:22])[NH:11]2)=[CH:4][C:3]([C:1]#[C:2][C:24]2[CH:29]=[CH:28][N:27]=[C:26]([F:30])[CH:25]=2)=[CH:8][N:7]=1. (3) Given the reactants [Br:1][C:2]1[C:10]2[N:9]=[C:8]([CH:11]([F:13])[F:12])[NH:7][C:6]=2[CH:5]=[C:4]([N+:14]([O-:16])=[O:15])[CH:3]=1.Br[CH2:18][C:19]1[CH:24]=[CH:23][CH:22]=[C:21]([Cl:25])[C:20]=1[CH3:26].C(=O)([O-])[O-].[K+].[K+], predict the reaction product. The product is: [Br:1][C:2]1[C:10]2[N:9]=[C:8]([CH:11]([F:12])[F:13])[N:7]([CH2:18][C:19]3[CH:24]=[CH:23][CH:22]=[C:21]([Cl:25])[C:20]=3[CH3:26])[C:6]=2[CH:5]=[C:4]([N+:14]([O-:16])=[O:15])[CH:3]=1. (4) Given the reactants [CH3:1][C:2]1[C:3]([S:11][C:12]2[NH:13][C:14]3[CH:19]=[CH:18][N:17]=[C:16]([NH2:20])[C:15]=3[N:21]=2)=[CH:4][C:5]2[O:9][CH2:8][O:7][C:6]=2[CH:10]=1.Br[CH2:23][CH2:24][N:25]1[C:33](=[O:34])[C:32]2[C:27](=[CH:28][CH:29]=[CH:30][CH:31]=2)[C:26]1=[O:35].C([O-])([O-])=O.[Cs+].[Cs+], predict the reaction product. The product is: [NH2:20][C:16]1[C:15]2[N:21]=[C:12]([S:11][C:3]3[C:2]([CH3:1])=[CH:10][C:6]4[O:7][CH2:8][O:9][C:5]=4[CH:4]=3)[N:13]([CH2:23][CH2:24][N:25]3[C:26](=[O:35])[C:27]4[C:32](=[CH:31][CH:30]=[CH:29][CH:28]=4)[C:33]3=[O:34])[C:14]=2[CH:19]=[CH:18][N:17]=1. (5) Given the reactants [ClH:1].C(OC(=O)[NH:8][CH:9]1[CH2:14][CH2:13][N:12]([CH2:15][C:16]2[CH:21]=[CH:20][CH:19]=[CH:18][C:17]=2[C:22]([N:24]2[CH2:38][C:27]3=[C:28]4[N:33]([N:34]=[C:26]3[CH2:25]2)[C:32]([CH3:35])=[C:31]([Cl:36])[C:30]([CH3:37])=[N:29]4)=[O:23])[CH2:11][CH2:10]1)(C)(C)C, predict the reaction product. The product is: [ClH:36].[ClH:1].[NH2:8][CH:9]1[CH2:10][CH2:11][N:12]([CH2:15][C:16]2[CH:21]=[CH:20][CH:19]=[CH:18][C:17]=2[C:22]([N:24]2[CH2:38][C:27]3=[C:28]4[N:33]([N:34]=[C:26]3[CH2:25]2)[C:32]([CH3:35])=[C:31]([Cl:36])[C:30]([CH3:37])=[N:29]4)=[O:23])[CH2:13][CH2:14]1. (6) Given the reactants [Si:1]([O:8][C:9]1[C:10]([F:18])=[C:11]([CH:14]=[C:15]([F:17])[CH:16]=1)[CH:12]=[O:13])([C:4]([CH3:7])([CH3:6])[CH3:5])([CH3:3])[CH3:2].[CH2:19]([Mg]Br)[CH3:20], predict the reaction product. The product is: [Si:1]([O:8][C:9]1[C:10]([F:18])=[C:11]([CH:12]([OH:13])[CH2:19][CH3:20])[CH:14]=[C:15]([F:17])[CH:16]=1)([C:4]([CH3:7])([CH3:6])[CH3:5])([CH3:3])[CH3:2].